This data is from Experimental lipophilicity measurements (octanol/water distribution) for 4,200 compounds from AstraZeneca. The task is: Regression/Classification. Given a drug SMILES string, predict its absorption, distribution, metabolism, or excretion properties. Task type varies by dataset: regression for continuous measurements (e.g., permeability, clearance, half-life) or binary classification for categorical outcomes (e.g., BBB penetration, CYP inhibition). For this dataset (lipophilicity_astrazeneca), we predict Y. The compound is O=[N+]([O-])c1ccc(O)cc1. The Y is 1.50 logD.